From a dataset of Reaction yield outcomes from USPTO patents with 853,638 reactions. Predict the reaction yield, written as a fraction of the theoretical maximum amount of product (1.0 means a 100% yield; for example, 0.34 means a 34% yield). (1) The reactants are C([O:4][C:5]1[CH:13]=[C:12]([CH3:14])[CH:11]=[C:10]2[C:6]=1[CH2:7][CH2:8][CH2:9]2)(=O)C. The catalyst is CCCCCC.C(OCC)(=O)C. The product is [CH3:14][C:12]1[CH:13]=[C:5]([OH:4])[C:6]2[CH2:7][CH2:8][CH2:9][C:10]=2[CH:11]=1. The yield is 0.810. (2) The reactants are [CH3:1][O:2][C:3](=[O:47])[NH:4][CH:5]([C:9]([N:11]1[CH2:15][CH2:14][CH2:13][CH:12]1[C:16]1[NH:17][C:18]([C:21]2[CH:30]=[CH:29][C:28]3[C:23](=[CH:24][CH:25]=[C:26]([C:31]4[CH:36]=[CH:35][C:34]([C:37]5[NH:38][C:39]([CH:42]6[CH2:46][CH2:45][CH2:44][NH:43]6)=[N:40][CH:41]=5)=[CH:33][CH:32]=4)[CH:27]=3)[CH:22]=2)=[CH:19][N:20]=1)=[O:10])[CH:6]([CH3:8])[CH3:7].[CH3:48][O:49][C:50]([NH:52][C@@H:53]([C:57]1[CH:62]=[CH:61][CH:60]=[CH:59][C:58]=1[O:63][CH3:64])[C:54](O)=[O:55])=[O:51].[O-]P([O-])([O-])=O.[K+].[K+].[K+].CCOC(C(C#N)=NOC(N1CCOCC1)=[N+](C)C)=O.F[P-](F)(F)(F)(F)F. The catalyst is C(Cl)Cl. The product is [CH3:1][O:2][C:3](=[O:47])[NH:4][CH:5]([C:9]([N:11]1[CH2:15][CH2:14][CH2:13][CH:12]1[C:16]1[NH:17][C:18]([C:21]2[CH:30]=[CH:29][C:28]3[C:23](=[CH:24][CH:25]=[C:26]([C:31]4[CH:36]=[CH:35][C:34]([C:37]5[NH:38][C:39]([CH:42]6[CH2:46][CH2:45][CH2:44][N:43]6[C:54](=[O:55])[CH:53]([NH:52][C:50]([O:49][CH3:48])=[O:51])[C:57]6[CH:62]=[CH:61][CH:60]=[CH:59][C:58]=6[O:63][CH3:64])=[N:40][CH:41]=5)=[CH:33][CH:32]=4)[CH:27]=3)[CH:22]=2)=[CH:19][N:20]=1)=[O:10])[CH:6]([CH3:8])[CH3:7]. The yield is 0.500. (3) The reactants are CN(C(ON1N=NC2C=CC=NC1=2)=[N+](C)C)C.F[P-](F)(F)(F)(F)F.[Cl:25][C:26]1[CH:31]=[CH:30][CH:29]=[C:28]([Cl:32])[C:27]=1[NH:33][C:34]([NH:36][C:37]1[CH:45]=[CH:44][CH:43]=[CH:42][C:38]=1[C:39]([OH:41])=O)=[O:35].[ClH:46].[NH2:47][C@@H:48]([CH:53]1[CH2:58][CH2:57][CH2:56][CH2:55][CH2:54]1)[C:49]([O:51][CH3:52])=[O:50].C(N(C(C)C)CC)(C)C. The catalyst is CN(C=O)C. The product is [Cl:46][C:44]1[CH:43]=[CH:42][C:38]([C:39]([NH:47][C@@H:48]([CH:53]2[CH2:58][CH2:57][CH2:56][CH2:55][CH2:54]2)[C:49]([O:51][CH3:52])=[O:50])=[O:41])=[C:37]([NH:36][C:34]([NH:33][C:27]2[C:28]([Cl:32])=[CH:29][CH:30]=[CH:31][C:26]=2[Cl:25])=[O:35])[CH:45]=1. The yield is 0.800. (4) The reactants are [CH2:1]=[C:2]([C:7]([O:10]S(F)(=O)=O)([F:9])[F:8])[C:3]([F:6])([F:5])[F:4].[C:15](O[K])([C:21]([F:24])([F:23])[F:22])([C:17]([F:20])([F:19])[F:18])[F:16].[F-].[K+].FC(F)(F)C(C(F)(F)F)=O. The catalyst is O.COCCOCCOC. The product is [CH2:1]=[C:2]([C:7]([O:10][C:15]([C:21]([F:24])([F:23])[F:22])([C:17]([F:20])([F:19])[F:18])[F:16])([F:9])[F:8])[C:3]([F:6])([F:5])[F:4]. The yield is 0.750. (5) The reactants are [NH2:1][CH:2]1[CH2:7][CH2:6][N:5]([CH2:8][C:9]2[CH:14]=[CH:13][CH:12]=[CH:11][CH:10]=2)[CH2:4][CH2:3]1.Cl[C:16]1[C:21]([N+:22]([O-:24])=[O:23])=[CH:20][CH:19]=[CH:18][C:17]=1[CH3:25].O. The catalyst is CS(C)=O. The product is [CH2:8]([N:5]1[CH2:6][CH2:7][CH:2]([NH:1][C:16]2[C:21]([N+:22]([O-:24])=[O:23])=[CH:20][CH:19]=[CH:18][C:17]=2[CH3:25])[CH2:3][CH2:4]1)[C:9]1[CH:14]=[CH:13][CH:12]=[CH:11][CH:10]=1. The yield is 0.160.